Task: Predict the reaction yield, written as a fraction of the theoretical maximum amount of product (1.0 means a 100% yield; for example, 0.34 means a 34% yield).. Dataset: Reaction yield outcomes from USPTO patents with 853,638 reactions (1) The reactants are [Cl:1][C:2]1[CH:3]=[CH:4][C:5]([N+:19]([O-])=O)=[C:6]([CH:18]=1)[O:7][C:8]1[CH:17]=[CH:16][CH:15]=[CH:14][C:9]=1[C:10]([O:12][CH3:13])=[O:11].O.O.Cl[Sn]Cl.O.C(=O)(O)[O-]. The catalyst is C(O)C.C(OCC)(=O)C. The product is [NH2:19][C:5]1[CH:4]=[CH:3][C:2]([Cl:1])=[CH:18][C:6]=1[O:7][C:8]1[CH:17]=[CH:16][CH:15]=[CH:14][C:9]=1[C:10]([O:12][CH3:13])=[O:11]. The yield is 0.510. (2) The reactants are [NH2:1][CH:2]1[CH2:7][CH2:6][N:5]([C:8]([O:10][CH2:11][C:12]2[CH:17]=[CH:16][CH:15]=[CH:14][CH:13]=2)=[O:9])[CH2:4][CH2:3]1.C(N(CC)CC)C.Br[CH:26]([CH3:33])[CH2:27][CH2:28][CH2:29][C:30](Cl)=[O:31]. The catalyst is C1COCC1. The product is [O:31]=[C:30]1[CH2:29][CH2:28][CH2:27][CH2:26][CH2:33][N:1]1[CH:2]1[CH2:3][CH2:4][N:5]([C:8]([O:10][CH2:11][C:12]2[CH:17]=[CH:16][CH:15]=[CH:14][CH:13]=2)=[O:9])[CH2:6][CH2:7]1. The yield is 0.100. (3) The reactants are [CH3:1][S:2]([NH2:5])(=[O:4])=[O:3].C[Al](C)C.[C:10]([O:14][C:15](=[O:36])[NH:16][C:17]([CH3:35])([CH3:34])[CH2:18][C:19]1[C:27]2[C:22](=[C:23]([C:28]([O:30][CH2:31]OC)=[O:29])[CH:24]=[CH:25][CH:26]=2)[NH:21][CH:20]=1)([CH3:13])([CH3:12])[CH3:11]. The catalyst is ClCCl. The product is [C:10]([O:14][C:15](=[O:36])[NH:16][C:17]([CH3:35])([CH3:34])[CH2:18][C:19]1[C:27]2[C:22](=[C:23]([C:28]([O:30][CH2:31][NH:5][S:2]([CH3:1])(=[O:4])=[O:3])=[O:29])[CH:24]=[CH:25][CH:26]=2)[NH:21][CH:20]=1)([CH3:12])([CH3:13])[CH3:11]. The yield is 0.900. (4) The reactants are I.[NH2:2][C:3]1[C:4]([C:11]([NH:13][C:14](=[NH:17])SC)=[O:12])=[N:5][C:6]([Cl:10])=[C:7]([NH2:9])[N:8]=1.[NH2:18][CH2:19][CH2:20][CH2:21][CH2:22][C:23]1[CH:39]=[CH:38][C:26]([O:27][CH2:28][C:29]([N:31]([CH2:35][CH2:36][OH:37])[CH2:32][CH2:33][OH:34])=[O:30])=[CH:25][CH:24]=1.C(N(CC)CC)C. The catalyst is C(O)C. The product is [NH2:2][C:3]1[C:4]([C:11]([N:13]=[C:14]([NH2:17])[NH:18][CH2:19][CH2:20][CH2:21][CH2:22][C:23]2[CH:39]=[CH:38][C:26]([O:27][CH2:28][C:29]([N:31]([CH2:35][CH2:36][OH:37])[CH2:32][CH2:33][OH:34])=[O:30])=[CH:25][CH:24]=2)=[O:12])=[N:5][C:6]([Cl:10])=[C:7]([NH2:9])[N:8]=1. The yield is 0.640. (5) The reactants are [CH3:1][C:2]1[C:6]2[CH:7]=[CH:8][CH:9]=[CH:10][C:5]=2[O:4][C:3]=1[C:11](=[N:13][S@@:14]([C:16]([CH3:19])([CH3:18])[CH3:17])=[O:15])[CH3:12].B1C2CCCC1CCC2. The catalyst is C1COCC1. The product is [CH3:1][C:2]1[C:6]2[CH:7]=[CH:8][CH:9]=[CH:10][C:5]=2[O:4][C:3]=1[CH:11]([NH:13][S@@:14]([C:16]([CH3:17])([CH3:19])[CH3:18])=[O:15])[CH3:12]. The yield is 0.960. (6) The yield is 0.875. The catalyst is O1CCOCC1. The product is [N+:1]([C:4]1[CH:5]=[C:6]([C:10]2[CH2:15][CH2:14][NH:13][CH2:12][CH:11]=2)[CH:7]=[CH:8][CH:9]=1)([O-:3])=[O:2]. The reactants are [N+:1]([C:4]1[CH:5]=[C:6]([C:10]2[CH2:11][CH2:12][N:13](C(OC(C)(C)C)=O)[CH2:14][CH:15]=2)[CH:7]=[CH:8][CH:9]=1)([O-:3])=[O:2].Cl.